This data is from Reaction yield outcomes from USPTO patents with 853,638 reactions. The task is: Predict the reaction yield, written as a fraction of the theoretical maximum amount of product (1.0 means a 100% yield; for example, 0.34 means a 34% yield). (1) The reactants are [CH3:1][C:2]([CH3:13])([C:11]#[CH:12])[CH2:3][O:4][CH:5]1[CH2:10][CH2:9][CH2:8][CH2:7][O:6]1.C[O:15][C:16]([C:18]1[S:19][C:20](I)=[CH:21][C:22]=1[N:23]([CH:33]1[CH2:38][CH2:37][CH:36]([OH:39])[CH2:35][CH2:34]1)[C:24]([CH:26]1[CH2:31][CH2:30][CH:29]([CH3:32])[CH2:28][CH2:27]1)=[O:25])=[O:17].C([N:43]([CH2:46][CH3:47])[CH2:44][CH3:45])C.[CH3:48]N(C=O)C. The catalyst is Cl[Pd](Cl)([P](C1C=CC=CC=1)(C1C=CC=CC=1)C1C=CC=CC=1)[P](C1C=CC=CC=1)(C1C=CC=CC=1)C1C=CC=CC=1.[Cu]I. The product is [CH3:1][C:2]([CH3:13])([CH2:3][O:4][CH:5]1[CH2:10][CH2:9][CH2:8][CH2:7][O:6]1)[C:11]#[C:12][C:20]1[S:19][C:18]([C:16]([OH:15])=[O:17])=[C:22]([N:23]([C:24]([CH:26]2[CH2:27][CH2:28][CH:29]([CH3:32])[CH2:30][CH2:31]2)=[O:25])[CH:33]2[CH2:34][CH2:35][CH:36]([O:39][C:46]3[CH:47]=[CH:48][CH:45]=[CH:44][N:43]=3)[CH2:37][CH2:38]2)[CH:21]=1. The yield is 0.690. (2) The reactants are C(O[B:5]1[O:10][C:9]([CH3:12])([CH3:11])[CH2:8][CH:7]([CH3:13])[O:6]1)(C)C.[C:14]1([Mg]Br)[CH:19]=[CH:18][CH:17]=[CH:16][CH:15]=1.Cl. The catalyst is C1COCC1. The product is [CH3:12][C:9]1([CH3:11])[CH2:8][CH:7]([CH3:13])[O:6][B:5]([C:14]2[CH:19]=[CH:18][CH:17]=[CH:16][CH:15]=2)[O:10]1. The yield is 0.980. (3) The reactants are [CH3:1][N:2]([CH3:29])[C:3]1[CH:12]=[CH:11][CH:10]=[C:9]2[C:4]=1[CH:5]=[C:6]1[CH2:28][C:20]3([CH2:25][O:24]C(C)(C)[O:22][CH2:21]3)[CH2:19][C:7]1=[C:8]2[C:13](=[O:18])[C:14]([CH3:17])([CH3:16])[CH3:15].Cl. The catalyst is C1COCC1. The product is [CH3:29][N:2]([CH3:1])[C:3]1[CH:12]=[CH:11][CH:10]=[C:9]2[C:4]=1[CH:5]=[C:6]1[CH2:28][C:20]([CH2:21][OH:22])([CH2:25][OH:24])[CH2:19][C:7]1=[C:8]2[C:13](=[O:18])[C:14]([CH3:15])([CH3:17])[CH3:16]. The yield is 0.960. (4) The yield is 0.630. The reactants are [NH2:1][C:2]1[CH:3]=[C:4]([C@@H:8]([NH:10][C:11]2[CH:16]=[CH:15][CH:14]=[C:13]([Br:17])[N:12]=2)[CH3:9])[CH:5]=[CH:6][CH:7]=1.[CH3:18][C:19]1[CH:20]=[N:21][CH:22]=[C:23]([CH:27]=1)[C:24](O)=[O:25].Cl.CN(C)CCCN=C=NCC.N1(C2C=CN=CC=2)CCCC1.C(N(CC)CC)C. The product is [Br:17][C:13]1[N:12]=[C:11]([NH:10][C@H:8]([C:4]2[CH:3]=[C:2]([NH:1][C:24](=[O:25])[C:23]3[CH:27]=[C:19]([CH3:18])[CH:20]=[N:21][CH:22]=3)[CH:7]=[CH:6][CH:5]=2)[CH3:9])[CH:16]=[CH:15][CH:14]=1. The catalyst is ClCCl. (5) The reactants are Br[C:2]1[CH:7]=[CH:6][C:5]([O:8][CH3:9])=[CH:4][CH:3]=1.[C:10]1([NH2:17])[CH:15]=[CH:14][C:13]([NH2:16])=[CH:12][CH:11]=1.C[C:19](C)([O-:21])C.[Na+].[C:24]1([CH3:30])[CH:29]=[CH:28][CH:27]=[CH:26][CH:25]=1.[CH3:31]CCCCC. The catalyst is C1(P(C2C=CC=CC=2)[C-]2C=CC=C2)C=CC=CC=1.[C-]1(P(C2C=CC=CC=2)C2C=CC=CC=2)C=CC=C1.[Fe+2].C1C=CC(/C=C/C(/C=C/C2C=CC=CC=2)=O)=CC=1.C1C=CC(/C=C/C(/C=C/C2C=CC=CC=2)=O)=CC=1.C1C=CC(/C=C/C(/C=C/C2C=CC=CC=2)=O)=CC=1.[Pd].[Pd]. The product is [CH2:31]([NH:16][C:13]1[CH:14]=[CH:15][C:10]([NH:17][CH2:30][C:24]2[CH:29]=[CH:28][C:27]([O:21][CH3:19])=[CH:26][CH:25]=2)=[CH:11][CH:12]=1)[C:2]1[CH:7]=[CH:6][C:5]([O:8][CH3:9])=[CH:4][CH:3]=1. The yield is 0.720. (6) The reactants are [NH2:1][C:2]1[CH:7]=[CH:6][C:5]([OH:8])=[CH:4][CH:3]=1.CC(C)([O-])C.[K+].[C:15]([C:17]1[CH:22]=[C:21](Cl)[CH:20]=[CH:19][N:18]=1)#[N:16].C([O-])([O-])=O.[K+].[K+]. The yield is 0.946. The catalyst is CN(C=O)C. The product is [NH2:1][C:2]1[CH:7]=[CH:6][C:5]([O:8][C:21]2[CH:20]=[CH:19][N:18]=[C:17]([C:15]#[N:16])[CH:22]=2)=[CH:4][CH:3]=1. (7) The reactants are [CH3:1][C:2]1[O:6][C:5]([C:7]2[CH:12]=[CH:11][CH:10]=[CH:9][CH:8]=2)=[N:4][C:3]=1[CH2:13][CH2:14][CH2:15][OH:16].[Cr](Cl)([O-])(=O)=O.[NH+]1C=CC=CC=1. The catalyst is ClCCl. The product is [CH3:1][C:2]1[O:6][C:5]([C:7]2[CH:12]=[CH:11][CH:10]=[CH:9][CH:8]=2)=[N:4][C:3]=1[CH2:13][CH2:14][CH:15]=[O:16]. The yield is 0.480.